Task: Predict the reaction yield, written as a fraction of the theoretical maximum amount of product (1.0 means a 100% yield; for example, 0.34 means a 34% yield).. Dataset: Reaction yield outcomes from USPTO patents with 853,638 reactions (1) The reactants are [NH2:1][C@@H:2]1[CH2:7][CH2:6][C@H:5]([NH:8][C:9]2[N:18]=[C:17]([N:19]([CH3:21])[CH3:20])[C:16]3[C:11](=[CH:12][CH:13]=[CH:14][CH:15]=3)[N:10]=2)[CH2:4][CH2:3]1.C(N(C(C)C)CC)(C)C.[Br:31][C:32]1[CH:37]=[CH:36][C:35]([S:38](Cl)(=[O:40])=[O:39])=[C:34]([O:42][C:43]([F:46])([F:45])[F:44])[CH:33]=1. The catalyst is C(Cl)Cl. The product is [Br:31][C:32]1[CH:37]=[CH:36][C:35]([S:38]([NH:1][C@H:2]2[CH2:3][CH2:4][C@@H:5]([NH:8][C:9]3[N:18]=[C:17]([N:19]([CH3:21])[CH3:20])[C:16]4[C:11](=[CH:12][CH:13]=[CH:14][CH:15]=4)[N:10]=3)[CH2:6][CH2:7]2)(=[O:40])=[O:39])=[C:34]([O:42][C:43]([F:45])([F:44])[F:46])[CH:33]=1. The yield is 0.560. (2) The reactants are [Al+3].[Cl-].[Cl-].[Cl-].C[O:6][C:7]1[CH:12]=[C:11]([O:13][CH3:14])[C:10]([O:15][CH3:16])=[C:9]([O:17][CH3:18])[C:8]=1[O:19][CH3:20].[C:21](Cl)([CH3:23])=[O:22].[Al]. The catalyst is CCOC(C)=O.CCCCCC.O.CCOCC. The product is [OH:6][C:7]1[C:8]([O:19][CH3:20])=[C:9]([O:17][CH3:18])[C:10]([O:15][CH3:16])=[C:11]([O:13][CH3:14])[C:12]=1[C:21](=[O:22])[CH3:23]. The yield is 0.370.